Dataset: hERG potassium channel inhibition data for cardiac toxicity prediction from Karim et al.. Task: Regression/Classification. Given a drug SMILES string, predict its toxicity properties. Task type varies by dataset: regression for continuous values (e.g., LD50, hERG inhibition percentage) or binary classification for toxic/non-toxic outcomes (e.g., AMES mutagenicity, cardiotoxicity, hepatotoxicity). Dataset: herg_karim. (1) The compound is Cc1ncoc1-c1nnc(SCCCN2CCc3cc4c(cc3CC2)OCC(=O)N4)n1C. The result is 1 (blocker). (2) The molecule is NC1=NC2(CO1)c1cc(-c3cncc(Cl)c3)ccc1OCC21CC1. The result is 1 (blocker). (3) The molecule is COc1ccc(CNC(=O)c2cc3cc(Cl)ccc3o2)c(OC)c1. The result is 0 (non-blocker). (4) The compound is COc1cncc(-c2ccc3c(c2)[C@@]2(COC(N)=N2)C2(COC2)[C@@H](C)O3)c1. The result is 0 (non-blocker). (5) The compound is N#Cc1cc(F)c(Cl)cc1O[C@H](CCN)c1ccccc1.O=C(O)C(=O)O. The result is 0 (non-blocker). (6) The compound is CC#C[C@@H](c1ccc(Oc2ccc(C(F)(F)F)cc2OC(F)F)cc1)[C@H]1OC(=O)NC1=O. The result is 1 (blocker). (7) The compound is c1ccc(C2CCCN(CCC3CCc4c3cnn4-c3ccccc3)C2)cc1. The result is 1 (blocker). (8) The drug is C[C@@H]1CCCN1CCc1ccc(-c2ccc(S(=O)(=O)N3CCCCC3)cc2)cc1. The result is 1 (blocker). (9) The molecule is O=C(O)Cc1cccc(OCCCN(Cc2cccc(C(F)(F)F)c2Cl)CC(c2ccccc2)c2ccccc2)c1. The result is 0 (non-blocker). (10) The drug is CC1(C)[C@H]2CC[C@]1(C)CN(CCN1CCN(c3cccc(Cl)c3)C1=O)C2. The result is 1 (blocker).